From a dataset of NCI-60 drug combinations with 297,098 pairs across 59 cell lines. Regression. Given two drug SMILES strings and cell line genomic features, predict the synergy score measuring deviation from expected non-interaction effect. Drug 1: COC1=C(C=C2C(=C1)N=CN=C2NC3=CC(=C(C=C3)F)Cl)OCCCN4CCOCC4. Drug 2: C1CN(CCN1C(=O)CCBr)C(=O)CCBr. Cell line: HT29. Synergy scores: CSS=44.5, Synergy_ZIP=3.15, Synergy_Bliss=3.87, Synergy_Loewe=6.73, Synergy_HSA=7.25.